From a dataset of Full USPTO retrosynthesis dataset with 1.9M reactions from patents (1976-2016). Predict the reactants needed to synthesize the given product. (1) The reactants are: [Cl:1][C:2]1[CH:3]=[C:4]2[C:9](=[CH:10][CH:11]=1)[CH:8]=[C:7]([S:12]([CH2:15][CH2:16][C:17]([OH:19])=O)(=[O:14])=[O:13])[CH:6]=[CH:5]2.S(Cl)([Cl:22])=O. Given the product [Cl:1][C:2]1[CH:3]=[C:4]2[C:9](=[CH:10][CH:11]=1)[CH:8]=[C:7]([S:12]([CH2:15][CH2:16][C:17]([Cl:22])=[O:19])(=[O:14])=[O:13])[CH:6]=[CH:5]2, predict the reactants needed to synthesize it. (2) Given the product [CH2:1]([N:5]1[C:10]2=[N:11][N:12]([CH2:23][C:24]3[C:33]4[C:28](=[CH:29][CH:30]=[CH:31][CH:32]=4)[CH:27]=[CH:26][CH:25]=3)[C:13]([C:14]3[CH:15]=[C:16]([CH:20]=[CH:21][CH:22]=3)[C:17]([NH2:37])=[O:19])=[C:9]2[C:8](=[O:34])[N:7]([CH3:35])[C:6]1=[O:36])[CH:2]([CH3:4])[CH3:3], predict the reactants needed to synthesize it. The reactants are: [CH2:1]([N:5]1[C:10]2=[N:11][N:12]([CH2:23][C:24]3[C:33]4[C:28](=[CH:29][CH:30]=[CH:31][CH:32]=4)[CH:27]=[CH:26][CH:25]=3)[C:13]([C:14]3[CH:15]=[C:16]([CH:20]=[CH:21][CH:22]=3)[C:17]([OH:19])=O)=[C:9]2[C:8](=[O:34])[N:7]([CH3:35])[C:6]1=[O:36])[CH:2]([CH3:4])[CH3:3].[NH3:37].